Dataset: Peptide-MHC class II binding affinity with 134,281 pairs from IEDB. Task: Regression. Given a peptide amino acid sequence and an MHC pseudo amino acid sequence, predict their binding affinity value. This is MHC class II binding data. (1) The peptide sequence is INFFLIAFAVYFLVV. The MHC is HLA-DPA10301-DPB10402 with pseudo-sequence HLA-DPA10301-DPB10402. The binding affinity (normalized) is 0. (2) The peptide sequence is GTSGSPIVNRNGEVI. The MHC is DRB3_0101 with pseudo-sequence DRB3_0101. The binding affinity (normalized) is 0.156. (3) The peptide sequence is SVWPIRYWATGSVLL. The MHC is DRB1_0701 with pseudo-sequence DRB1_0701. The binding affinity (normalized) is 0.707.